This data is from Experimentally validated miRNA-target interactions with 360,000+ pairs, plus equal number of negative samples. The task is: Binary Classification. Given a miRNA mature sequence and a target amino acid sequence, predict their likelihood of interaction. (1) The miRNA is hsa-miR-5047 with sequence UUGCAGCUGCGGUUGUAAGGU. The protein sequence of the target gene is MGDQALSFLKDFLAGGIAAAVSKTAVAPIERVKLLLQVQHASKQISAEKQYKGIIDCVVRIPKEQGFLSFWRGNLANVIRYFPTQALNFAFKDKYKQIFLGGVDRHKQFWRYFAGNLASGGAAGATSLCFVYPLDFARTRLAADVGKGSSQREFNGLGDCLTKIFKSDGLKGLYQGFSVSVQGIIIYRAAYFGVYDTAKGMLPDPKNVHIIVSWMIAQSVTAVAGLVSYPFDTVRRRMMMQSGRKGADIMYTGTLDCWRKIAKDEGANAFFKGAWSNVLRGMGGAFVLVLYDEIKKYV. Result: 0 (no interaction). (2) The miRNA is mmu-miR-669i with sequence UGCAUAUACACACAUGCAUAC. The protein sequence of the target gene is MATPSAAFEALMNGVTSWDVPEDAVPCELLLIGEASFPVMVNDMGQVLIAASSYGRGRLVVVSHEDYLVEAQLTPFLLNAVGWLCSSPGAPIGVHPSLAPLAKILEGSGVDAKVEPEVKDSLGVYCIDAYNETMTEKLVKFMKCGGGLLIGGQAWDWANQGEDERVLFTFPGNLVTSVAGIYFTDNKGDTSFFKVSKKMPKIPVLVSCEDDLSDDREELLHGISELDISNSDCFPSQLLVHGALAFPLGLDSYHGCVIAAARYGRGRVVVTGHKVLFTVGKLGPFLLNAVRWLDGGRRGK.... Result: 0 (no interaction). (3) The miRNA is hsa-miR-1257 with sequence AGUGAAUGAUGGGUUCUGACC. The protein sequence of the target gene is MATQGFSCLLLSVSEIDLSMKRQYKQIR. Result: 0 (no interaction). (4) The miRNA is hsa-miR-4648 with sequence UGUGGGACUGCAAAUGGGAG. The protein sequence of the target gene is MTQEYDNKRPVLVLQNEALYPQRRSYTSEDEAWKSFLENPLTAATKAMMSINGDEDSAAALGLLYDYYKVPRERRSSAVKPEGEHPEPEHSKRNSIPNVTEQPLISAGENRVQVLKNVPFNIVLPHSNQLGIDKRGHLTAPDTTVTVSIATMPTHSIKTEIQPHGFAVGIPPAVYHSEPTERVVVFDRSLSTDQFSSGTQPPNAQRRTPDSTFSETFKEGVQEVFFPSELSLRMPGMNSEDYVFDNVSGNNFEYTLEASKSLRQKQGDSTMTYLNKGQFYPVTLKEGSSNEGIHHPISKV.... Result: 0 (no interaction). (5) The miRNA is hsa-miR-21-5p with sequence UAGCUUAUCAGACUGAUGUUGA. The protein sequence of the target gene is MSFIFEWIYNGFSSVLQFLGLYKKSGKLVFLGLDNAGKTTLLHMLKDDRLGQHVPTLHPTSEELTIAGMTFTTFDLGGHEQARRVWKNYLPAINGIVFLVDCADHSRLVESKVELNALMTDETISNVPILILGNKIDRTDAISEEKLREIFGLYGQTTGKGNVTLKELNARPMEVFMCSVLKRQGYGEGFRWLSQYID. Result: 1 (interaction). (6) The miRNA is hsa-miR-6780a-3p with sequence CUCCUCUGUUUUCUUUCCUAG. The protein sequence of the target gene is MAAAGPEPRLLLLLLLLLPPLPPVTSASDRPRGANAVNPDKLLVITVATAETEGYRRFLQSAEFFNYTVRTLGLGQEWRGGDVARTVGGGQKVRWLKKEMEKYADQKDMIIMFVDSYDVILASSPTELLKKFVQSGSHLLFSAESFCWPEWGLAEQYPEVGMGKRFLNSGGFIGFAPTIHQIVRQWNYKDDDDDQLFYTQLYLDPGLREKLKLSLDHKSRIFQNLNGALDEVILKFDQNRVRIRNVAYDTLPVVVHGNGPTKLQLNYLGNYVPNGWTPQGGCGFCNQTLRTLPGGQPPPR.... Result: 0 (no interaction). (7) The miRNA is hsa-miR-5691 with sequence UUGCUCUGAGCUCCGAGAAAGC. The protein sequence of the target gene is MNTFQDQSGSSSNREPLLRCSDARRDLELAIGGVLRAEQQIKDNLREVKAQIHSCISRHLECLRSREVWLYEQVDLIYQLKEETLQQQAQQLYSLLGQFNCLTHQLECTQNKDLANQVSVCLERLGSLTLKPEDSTVLLFEADTITLRQTITTFGSLKTIQIPEHLMAHASSANIGPFLEKRGCISMPEQKSASGIVAVPFSEWLLGSKPASGYQAPYIPSTDPQDWLTQKQTLENSQTSSRACNFFNNVGGNLKGLENWLLKSEKSSYQKCNSHSTTSSFSIEMEKVGDQELPDQDEMD.... Result: 0 (no interaction).